Dataset: Full USPTO retrosynthesis dataset with 1.9M reactions from patents (1976-2016). Task: Predict the reactants needed to synthesize the given product. (1) Given the product [Cl:17][C:3]1[C:2]([C:20]2[C:19]([Cl:18])=[CH:24][N:23]=[C:22]([F:25])[CH:21]=2)=[N:7][C:6]([NH:8][CH2:9][CH:10]2[CH2:15][CH2:14][O:13][CH2:12][CH2:11]2)=[C:5]([Cl:16])[CH:4]=1, predict the reactants needed to synthesize it. The reactants are: Br[C:2]1[N:7]=[C:6]([NH:8][CH2:9][CH:10]2[CH2:15][CH2:14][O:13][CH2:12][CH2:11]2)[C:5]([Cl:16])=[CH:4][C:3]=1[Cl:17].[Cl:18][C:19]1[C:20](B(O)O)=[CH:21][C:22]([F:25])=[N:23][CH:24]=1. (2) Given the product [CH3:3][C:4]1[C:13]([CH2:14][CH:15]=[O:18])=[CH:12][CH:11]=[C:10]2[C:5]=1[CH2:6][CH2:7][O:8][C:9]2=[O:17], predict the reactants needed to synthesize it. The reactants are: CO.[CH3:3][C:4]1[C:13]([CH2:14][CH:15]=C)=[CH:12][CH:11]=[C:10]2[C:5]=1[CH2:6][CH2:7][O:8][C:9]2=[O:17].[O:18]=[O+][O-].CSC. (3) Given the product [Br:19][C:20]1[CH:25]=[CH:24][C:23]([S:26]([N:11]([C:12]2[CH:17]=[CH:16][C:15]([CH3:18])=[CH:14][CH:13]=2)[CH2:2][C:3]([N:8]([CH2:9][CH3:10])[CH2:6][CH3:7])=[O:4])(=[O:28])=[O:27])=[CH:22][CH:21]=1, predict the reactants needed to synthesize it. The reactants are: Br[CH2:2][C:3](Br)=[O:4].[CH2:6]([NH:8][CH2:9][CH3:10])[CH3:7].[NH2:11][C:12]1[CH:17]=[CH:16][C:15]([CH3:18])=[CH:14][CH:13]=1.[Br:19][C:20]1[CH:25]=[CH:24][C:23]([S:26](Cl)(=[O:28])=[O:27])=[CH:22][CH:21]=1. (4) Given the product [C:1]([C@@H:4]1[CH2:8][C@@H:7]([OH:9])[CH2:6][N:5]1[C:27]([O:29][CH2:30][C:31]1[CH:36]=[CH:35][C:34]([N+:37]([O-:39])=[O:38])=[CH:33][CH:32]=1)=[O:28])(=[NH:2])[NH2:3], predict the reactants needed to synthesize it. The reactants are: [C:1]([C@@H:4]1[CH2:8][C@@H:7]([O:9][Si](C(C)(C)C)(C2C=CC=CC=2)C2C=CC=CC=2)[CH2:6][N:5]1[C:27]([O:29][CH2:30][C:31]1[CH:36]=[CH:35][C:34]([N+:37]([O-:39])=[O:38])=[CH:33][CH:32]=1)=[O:28])(=[NH:3])[NH2:2].[F-].C([N+](CCCC)(CCCC)CCCC)CCC. (5) Given the product [CH2:9]([O:11][C:12]([C:14]1[N:15]([C:38]2[CH:39]=[CH:40][C:35]([O:34][CH:31]([CH3:33])[CH3:32])=[CH:36][CH:37]=2)[C:16]2[C:21]([CH:22]=1)=[CH:20][CH:19]=[C:18]([O:23][CH2:24][C:25]1[CH:30]=[CH:29][CH:28]=[CH:27][CH:26]=1)[CH:17]=2)=[O:13])[CH3:10], predict the reactants needed to synthesize it. The reactants are: [O-]P([O-])([O-])=O.[K+].[K+].[K+].[CH2:9]([O:11][C:12]([C:14]1[NH:15][C:16]2[C:21]([CH:22]=1)=[CH:20][CH:19]=[C:18]([O:23][CH2:24][C:25]1[CH:30]=[CH:29][CH:28]=[CH:27][CH:26]=1)[CH:17]=2)=[O:13])[CH3:10].[CH:31]([O:34][C:35]1[CH:40]=[CH:39][C:38](Br)=[CH:37][CH:36]=1)([CH3:33])[CH3:32].CN(C)CCN. (6) Given the product [F:1][C:2]1[CH:7]=[CH:6][C:5]([C@:8]2([CH2:32][CH2:33][CH2:34][OH:35])[O:13][C:12](=[O:14])[N:11]([C@H:15]([C:17]3[CH:22]=[CH:21][C:20]([C:37]4[N:38]=[N:39][C:40]([CH3:43])=[CH:41][CH:42]=4)=[CH:19][CH:18]=3)[CH3:16])[CH2:10][CH2:9]2)=[CH:4][CH:3]=1, predict the reactants needed to synthesize it. The reactants are: [F:1][C:2]1[CH:7]=[CH:6][C:5]([C@:8]2([CH2:32][CH2:33][CH2:34][OH:35])[O:13][C:12](=[O:14])[N:11]([C@H:15]([C:17]3[CH:22]=[CH:21][C:20](B4OC(C)(C)C(C)(C)O4)=[CH:19][CH:18]=3)[CH3:16])[CH2:10][CH2:9]2)=[CH:4][CH:3]=1.Cl[C:37]1[N:38]=[N:39][C:40]([CH3:43])=[CH:41][CH:42]=1. (7) Given the product [N+:1]([C:4]1[CH:5]=[C:6]([CH:7]=[C:8]([C:10]([F:11])([F:12])[F:13])[CH:9]=1)[CH:14]=[O:15])([O-:3])=[O:2], predict the reactants needed to synthesize it. The reactants are: [N+:1]([C:4]1[CH:5]=[C:6]([CH2:14][OH:15])[CH:7]=[C:8]([C:10]([F:13])([F:12])[F:11])[CH:9]=1)([O-:3])=[O:2].CC(OI1(OC(C)=O)(OC(C)=O)OC(=O)C2C=CC=CC1=2)=O.[OH-].[Na+]. (8) Given the product [C:7]([O:6][C:4](=[O:5])[C@H:3]([NH:2][CH2:18][CH2:19][CH2:20][C:21]([O:23][CH2:24][CH3:25])=[O:22])[C:11]1[CH:12]=[CH:13][CH:14]=[CH:15][CH:16]=1)([CH3:10])([CH3:9])[CH3:8], predict the reactants needed to synthesize it. The reactants are: Cl.[NH2:2][C@H:3]([C:11]1[CH:16]=[CH:15][CH:14]=[CH:13][CH:12]=1)[C:4]([O:6][C:7]([CH3:10])([CH3:9])[CH3:8])=[O:5].Br[CH2:18][CH2:19][CH2:20][C:21]([O:23][CH2:24][CH3:25])=[O:22].C([O-])([O-])=O.[K+].[K+]. (9) The reactants are: [CH2:1]([O:3][C:4]1[C:8]([CH2:9][CH2:10][OH:11])=[CH:7][N:6]([C:12]2[CH:17]=[CH:16][C:15]([C:18]([F:21])([F:20])[F:19])=[CH:14][N:13]=2)[N:5]=1)[CH3:2].O[C:23]1[CH:27]=[C:26]([CH2:28][C:29]([O:31]C)=[O:30])[N:25]([CH3:33])[N:24]=1.C(P(CCCC)CCCC)CCC.N(C(N1CCCCC1)=O)=NC(N1CCCCC1)=O. Given the product [CH2:1]([O:3][C:4]1[C:8]([CH2:9][CH2:10][O:11][C:23]2[CH:27]=[C:26]([CH2:28][C:29]([OH:31])=[O:30])[N:25]([CH3:33])[N:24]=2)=[CH:7][N:6]([C:12]2[CH:17]=[CH:16][C:15]([C:18]([F:20])([F:19])[F:21])=[CH:14][N:13]=2)[N:5]=1)[CH3:2], predict the reactants needed to synthesize it.